This data is from Full USPTO retrosynthesis dataset with 1.9M reactions from patents (1976-2016). The task is: Predict the reactants needed to synthesize the given product. (1) The reactants are: C[O:2][C:3]([C:5]1([CH3:18])[O:10][CH2:9][CH2:8][N:7]([C:11]([O:13][C:14]([CH3:17])([CH3:16])[CH3:15])=[O:12])[CH2:6]1)=[O:4].[OH-].[Na+]. Given the product [C:14]([O:13][C:11]([N:7]1[CH2:8][CH2:9][O:10][C:5]([CH3:18])([C:3]([OH:4])=[O:2])[CH2:6]1)=[O:12])([CH3:17])([CH3:15])[CH3:16], predict the reactants needed to synthesize it. (2) Given the product [F:8][C:6]1[CH:5]=[C:4]([C:9]2[CH:21]=[CH:20][C:12]([C:13]([OH:15])=[O:14])=[CH:11][N:10]=2)[CH:3]=[C:2]([F:1])[CH:7]=1, predict the reactants needed to synthesize it. The reactants are: [F:1][C:2]1[CH:3]=[C:4]([C:9]2[CH:21]=[CH:20][C:12]([C:13]([O:15]C(C)(C)C)=[O:14])=[CH:11][N:10]=2)[CH:5]=[C:6]([F:8])[CH:7]=1.FC(F)(F)C(O)=O.C1(C)C=CC=CC=1. (3) Given the product [N+:8]([C:11]1[CH:16]=[CH:15][C:14]([CH:3]2[CH2:4][NH:5][CH2:6][CH2:7][N:2]2[CH3:1])=[CH:13][C:12]=1[C:18]1[O:19][C:20]2[CH:26]=[CH:25][CH:24]=[CH:23][C:21]=2[N:22]=1)([O-:10])=[O:9], predict the reactants needed to synthesize it. The reactants are: [CH3:1][N:2]1[CH2:7][CH2:6][NH:5][CH2:4][CH2:3]1.[N+:8]([C:11]1[CH:16]=[CH:15][C:14](F)=[CH:13][C:12]=1[C:18]1[O:19][C:20]2[CH:26]=[CH:25][CH:24]=[CH:23][C:21]=2[N:22]=1)([O-:10])=[O:9].C([O-])([O-])=O.[K+].[K+]. (4) Given the product [CH3:1][NH:2][CH2:3][CH2:4][CH:5]([C:12]1[CH:20]=[C:19]2[C:15]([C:16]([C:21]([NH2:22])=[O:23])=[CH:17][NH:18]2)=[CH:14][CH:13]=1)[C:6]1[CH:7]=[CH:8][CH:9]=[CH:10][CH:11]=1, predict the reactants needed to synthesize it. The reactants are: [CH3:1][NH:2][CH2:3][CH2:4][CH:5]([C:12]1[CH:20]=[C:19]2[C:15]([C:16]([C:21]#[N:22])=[CH:17][NH:18]2)=[CH:14][CH:13]=1)[C:6]1[CH:11]=[CH:10][CH:9]=[CH:8][CH:7]=1.[OH-:23].[Na+].[OH-].[K+].